This data is from Forward reaction prediction with 1.9M reactions from USPTO patents (1976-2016). The task is: Predict the product of the given reaction. (1) Given the reactants FC(F)(F)C([O-])=O.[C:8]([C:11]1[C:12]([NH:25][C:26]2[CH:31]=[CH:30][CH:29]=[CH:28][CH:27]=2)=[N:13][N:14]([C:16]2([CH2:22][C:23]#[N:24])[CH2:21][CH2:20][NH2+:19][CH2:18][CH2:17]2)[CH:15]=1)(=[O:10])[NH2:9].CCN(C(C)C)C(C)C.[CH:41]([S:44](Cl)(=[O:46])=[O:45])([CH3:43])[CH3:42], predict the reaction product. The product is: [C:23]([CH2:22][C:16]1([N:14]2[CH:15]=[C:11]([C:8]([NH2:9])=[O:10])[C:12]([NH:25][C:26]3[CH:31]=[CH:30][CH:29]=[CH:28][CH:27]=3)=[N:13]2)[CH2:21][CH2:20][N:19]([S:44]([CH:41]([CH3:43])[CH3:42])(=[O:46])=[O:45])[CH2:18][CH2:17]1)#[N:24]. (2) Given the reactants Cl.[F:2][C:3]([F:34])([F:33])[C:4]1[CH:5]=[C:6]([NH:14][C:15](=[O:32])[C:16]2[CH:21]=[C:20]([C:22]3[CH:27]=[CH:26][CH:25]=[CH:24][N:23]=3)[CH:19]=[CH:18][C:17]=2[O:28]COC)[CH:7]=[C:8]([C:10]([F:13])([F:12])[F:11])[CH:9]=1.C(=O)([O-])O.[Na+], predict the reaction product. The product is: [F:34][C:3]([F:2])([F:33])[C:4]1[CH:5]=[C:6]([NH:14][C:15](=[O:32])[C:16]2[CH:21]=[C:20]([C:22]3[CH:27]=[CH:26][CH:25]=[CH:24][N:23]=3)[CH:19]=[CH:18][C:17]=2[OH:28])[CH:7]=[C:8]([C:10]([F:11])([F:12])[F:13])[CH:9]=1.